This data is from Forward reaction prediction with 1.9M reactions from USPTO patents (1976-2016). The task is: Predict the product of the given reaction. (1) Given the reactants [F:1][C:2]([F:19])([C:8]1[CH:13]=[CH:12][C:11]([F:14])=[CH:10][C:9]=1[O:15][CH:16]([CH3:18])[CH3:17])[C:3]([O:5]CC)=[O:4].O.[OH-].[Li+].Cl, predict the reaction product. The product is: [F:19][C:2]([F:1])([C:8]1[CH:13]=[CH:12][C:11]([F:14])=[CH:10][C:9]=1[O:15][CH:16]([CH3:17])[CH3:18])[C:3]([OH:5])=[O:4]. (2) Given the reactants C[O:2][C:3]([CH:5]1[CH2:11][CH2:10][CH2:9][CH2:8][N:7]([CH2:12][C:13]2[CH:18]=[CH:17][CH:16]=[CH:15][CH:14]=2)[C:6]1=O)=O.[H-].[H-].[H-].[H-].[Li+].[Al+3], predict the reaction product. The product is: [NH3:7].[CH2:12]([N:7]1[CH2:8][CH2:9][CH2:10][CH2:11][CH:5]([CH2:3][OH:2])[CH2:6]1)[C:13]1[CH:18]=[CH:17][CH:16]=[CH:15][CH:14]=1. (3) Given the reactants [OH:1][CH2:2][CH:3]1[NH:8][CH2:7][CH2:6][N:5]([C:9]([O:11][C:12]([CH3:15])([CH3:14])[CH3:13])=[O:10])[CH2:4]1.N1C=CN=C1.[Si:21](Cl)([C:24]([CH3:27])([CH3:26])[CH3:25])([CH3:23])[CH3:22], predict the reaction product. The product is: [Si:21]([O:1][CH2:2][CH:3]1[NH:8][CH2:7][CH2:6][N:5]([C:9]([O:11][C:12]([CH3:15])([CH3:14])[CH3:13])=[O:10])[CH2:4]1)([C:24]([CH3:27])([CH3:26])[CH3:25])([CH3:23])[CH3:22]. (4) Given the reactants [Br:1][C:2]1[CH:3]=[N:4][C:5]2[N:6]([N:8]=[C:9]([C:11]([OH:13])=O)[CH:10]=2)[CH:7]=1.[CH:14]1([CH:20]2[C:29]3[C:24](=[CH:25][CH:26]=[CH:27][CH:28]=3)[CH2:23][CH2:22][NH:21]2)[CH2:19][CH2:18][CH2:17][CH2:16][CH2:15]1, predict the reaction product. The product is: [Br:1][C:2]1[CH:3]=[N:4][C:5]2[N:6]([N:8]=[C:9]([C:11]([N:21]3[CH2:22][CH2:23][C:24]4[C:29](=[CH:28][CH:27]=[CH:26][CH:25]=4)[CH:20]3[CH:14]3[CH2:19][CH2:18][CH2:17][CH2:16][CH2:15]3)=[O:13])[CH:10]=2)[CH:7]=1. (5) Given the reactants [C:1](=[O:8])([O:3][C:4]([CH3:7])([CH3:6])[CH3:5])[NH2:2].[F:9][C:10]([F:18])([F:17])[C:11]([C:13]([F:16])([F:15])[F:14])=[O:12], predict the reaction product. The product is: [C:4]([O:3][C:1]([NH:2][C:11]([OH:12])([C:13]([F:16])([F:15])[F:14])[C:10]([F:18])([F:17])[F:9])=[O:8])([CH3:7])([CH3:6])[CH3:5]. (6) Given the reactants [CH:1]1([C:7]2[C:8]3[CH:9]=[CH:10][C:11]([C:30]([O:32][C:33]([CH3:36])([CH3:35])[CH3:34])=[O:31])=[CH:12][C:13]=3[N:14]3[CH2:20][C:19]([C:21]([O:23][CH3:24])=[O:22])=[CH:18][C:17]4[CH:25]=[C:26]([F:29])[CH:27]=[CH:28][C:16]=4[C:15]=23)[CH2:6][CH2:5][CH2:4][CH2:3][CH2:2]1.[C:37](C1C=C(F)C=CC=1C1NC2C(C=1C1CCCCC1)=CC=C(C(OC(C)(C)C)=O)C=2)(=O)C, predict the reaction product. The product is: [CH:1]1([C:7]2[C:8]3[CH:9]=[CH:10][C:11]([C:30]([O:32][C:33]([CH3:36])([CH3:35])[CH3:34])=[O:31])=[CH:12][C:13]=3[N:14]3[CH2:20][C:19]([C:21]([O:23][CH3:24])=[O:22])=[C:18]([CH3:37])[C:17]4[CH:25]=[C:26]([F:29])[CH:27]=[CH:28][C:16]=4[C:15]=23)[CH2:6][CH2:5][CH2:4][CH2:3][CH2:2]1. (7) Given the reactants [CH:1]1([OH:6])[CH2:5][CH2:4][CH2:3][CH2:2]1.C1(P(C2C=CC=CC=2)C2C=CC=CC=2)C=CC=CC=1.N(C(OCC1C=CC=CC=1)=O)=NC(OCC1C=CC=CC=1)=O.[NH:48]1[C:56]2[C:51](=[CH:52][C:53](O)=[CH:54][CH:55]=2)[CH:50]=[N:49]1, predict the reaction product. The product is: [CH:1]1([O:6][C:53]2[CH:52]=[C:51]3[C:56](=[CH:55][CH:54]=2)[NH:48][N:49]=[CH:50]3)[CH2:5][CH2:4][CH2:3][CH2:2]1.